This data is from Forward reaction prediction with 1.9M reactions from USPTO patents (1976-2016). The task is: Predict the product of the given reaction. (1) Given the reactants [CH2:1]([NH:9][C:10]1[CH:28]=[CH:27][C:13]([C:14]([NH:16][C:17]2[CH:18]=[N:19][C:20]3[C:25]([CH:26]=2)=[CH:24][CH:23]=[CH:22][CH:21]=3)=[O:15])=[CH:12][CH:11]=1)[CH2:2][C:3]1[CH:8]=[CH:7][CH:6]=[CH:5][CH:4]=1.C=O.[C:31](O[BH-](OC(=O)C)OC(=O)C)(=O)C.C[N+](C)(C)C, predict the reaction product. The product is: [CH3:31][N:9]([CH2:1][CH2:2][C:3]1[CH:4]=[CH:5][CH:6]=[CH:7][CH:8]=1)[C:10]1[CH:28]=[CH:27][C:13]([C:14]([NH:16][C:17]2[CH:18]=[N:19][C:20]3[C:25]([CH:26]=2)=[CH:24][CH:23]=[CH:22][CH:21]=3)=[O:15])=[CH:12][CH:11]=1. (2) Given the reactants [Cl:1][C:2]1[N:7]=[C:6]([Cl:8])[C:5]([Cl:9])=[C:4](Cl)[C:3]=1[Cl:11].CCN(C(C)C)C(C)C.[NH2:21][C@@H:22]([CH3:25])[CH2:23][OH:24], predict the reaction product. The product is: [Cl:8][C:6]1[C:5]([Cl:9])=[C:4]([NH:21][C@@H:22]([CH3:25])[CH2:23][OH:24])[C:3]([Cl:11])=[C:2]([Cl:1])[N:7]=1. (3) Given the reactants [OH-].[K+].[C:3]([NH:6][NH:7][C:8](=[O:10])[CH3:9])(=[O:5])[CH3:4].[CH2:11]([O:14][CH2:15][CH2:16]Cl)[CH2:12]Cl, predict the reaction product. The product is: [C:3]([N:6]1[N:7]([C:8](=[O:10])[CH3:9])[CH:16]=[CH:15][O:14][CH:11]=[CH:12]1)(=[O:5])[CH3:4]. (4) Given the reactants [C:1]1(C)[CH:6]=[CH:5][CH:4]=[CH:3][CH:2]=1.C(=O)([O-])[O-].[Cs+].[Cs+].[CH3:14][O:15][C:16](=[O:28])[C:17]1[C:22]([F:23])=[C:21]([F:24])[C:20](Br)=[C:19]([F:26])[C:18]=1[F:27].C1(B(O)O)C=CC=CC=1, predict the reaction product. The product is: [CH3:14][O:15][C:16]([C:17]1[C:22]([F:23])=[C:21]([F:24])[C:20]([C:1]2[CH:6]=[CH:5][CH:4]=[CH:3][CH:2]=2)=[C:19]([F:26])[C:18]=1[F:27])=[O:28]. (5) Given the reactants Cl[C:2]1[CH:3]=[C:4]([C:9]2[N:13]3[C:14]4[N:22]=[C:21]([O:23][CH3:24])[CH:20]=[CH:19][C:15]=4[N:16]=[C:17]([CH3:18])[C:12]3=[C:11]([CH3:25])[N:10]=2)[CH:5]=[C:6](Cl)[CH:7]=1.[CH3:26][NH:27][C:28](C1C=C(B(O)O)C=CC=1)=[O:29].C([O-])([O-])=O.[K+].[K+], predict the reaction product. The product is: [CH3:24][O:23][C:21]1[CH:20]=[CH:19][C:15]2[N:16]=[C:17]([CH3:18])[C:12]3[N:13]([C:9]([C:4]4[CH:3]=[C:2]([CH:7]=[CH:6][CH:5]=4)[C:28]([NH:27][CH3:26])=[O:29])=[N:10][C:11]=3[CH3:25])[C:14]=2[N:22]=1.